Dataset: Full USPTO retrosynthesis dataset with 1.9M reactions from patents (1976-2016). Task: Predict the reactants needed to synthesize the given product. (1) Given the product [C:16]1([C:9]2[C:8]3[C:3](=[CH:4][CH:5]=[CH:6][CH:7]=3)[C:2]([B:27]([OH:31])[OH:28])=[C:15]3[C:10]=2[CH:11]=[CH:12][CH:13]=[CH:14]3)[CH:21]=[CH:20][CH:19]=[CH:18][CH:17]=1, predict the reactants needed to synthesize it. The reactants are: Br[C:2]1[C:3]2[C:8]([C:9]([C:16]3[CH:21]=[CH:20][CH:19]=[CH:18][CH:17]=3)=[C:10]3[C:15]=1[CH:14]=[CH:13][CH:12]=[CH:11]3)=[CH:7][CH:6]=[CH:5][CH:4]=2.C([Li])CCC.[B:27](OCC)([O:31]CC)[O:28]CC.Cl. (2) Given the product [Br:1][C:12]1[CH:13]=[C:14]([F:15])[C:6]([O:5][CH2:3][CH3:4])=[CH:7][C:8]=1[C:9]([OH:11])=[O:10], predict the reactants needed to synthesize it. The reactants are: [Br:1]Br.[CH2:3]([O:5][C:6]1[CH:7]=[C:8]([CH:12]=[CH:13][C:14]=1[F:15])[C:9]([OH:11])=[O:10])[CH3:4].C(O)(=O)C. (3) Given the product [F:28][C:29]1[CH:30]=[C:31]2[CH:37]=[C:36]([C:38]([O:40][CH2:41][CH3:42])=[O:39])[N:35]([CH2:7][C:4]3[CH:3]=[CH:2][N:1]=[CH:6][CH:5]=3)[C:32]2=[N:33][CH:34]=1, predict the reactants needed to synthesize it. The reactants are: [N:1]1[CH:6]=[CH:5][C:4]([CH2:7]O)=[CH:3][CH:2]=1.C1(P(C2C=CC=CC=2)C2C=CC=CC=2)C=CC=CC=1.[F:28][C:29]1[CH:30]=[C:31]2[CH:37]=[C:36]([C:38]([O:40][CH2:41][CH3:42])=[O:39])[NH:35][C:32]2=[N:33][CH:34]=1.N(C(OCC)=O)=NC(OCC)=O. (4) Given the product [CH2:22]([C:24]1[N:34]([CH:2]([C:4]2[CH:21]=[CH:20][C:7]3/[C:8](=[CH:17]/[C:18]#[N:19])/[C:9]4[CH:16]=[CH:15][CH:14]=[CH:13][C:10]=4[CH2:11][CH2:12][C:6]=3[CH:5]=2)[CH3:3])[C:27]2=[N:28][C:29]([CH3:33])=[CH:30][C:31]([CH3:32])=[C:26]2[N:25]=1)[CH3:23], predict the reactants needed to synthesize it. The reactants are: O[CH:2]([C:4]1[CH:21]=[CH:20][C:7]2/[C:8](=[CH:17]/[C:18]#[N:19])/[C:9]3[CH:16]=[CH:15][CH:14]=[CH:13][C:10]=3[CH2:11][CH2:12][C:6]=2[CH:5]=1)[CH3:3].[CH2:22]([C:24]1[NH:34][C:27]2=[N:28][C:29]([CH3:33])=[CH:30][C:31]([CH3:32])=[C:26]2[N:25]=1)[CH3:23].C1(P(C2C=CC=CC=2)C2C=CC=CC=2)C=CC=CC=1.N(C(OC(C)(C)C)=O)=NC(OC(C)(C)C)=O. (5) Given the product [CH3:28][O:29][CH2:30][CH2:31][CH2:32][NH:33][C:37](=[O:38])[O:27][CH2:26][CH2:25][CH2:24][C:14]1[CH:15]=[CH:16][C:17]([O:19][CH2:20][CH2:21][O:22][CH3:23])=[CH:18][C:13]=1[O:12][C:3]1[C:2]([Cl:1])=[CH:7][C:6]([C:8]([F:9])([F:11])[F:10])=[CH:5][N:4]=1, predict the reactants needed to synthesize it. The reactants are: [Cl:1][C:2]1[C:3]([O:12][C:13]2[CH:18]=[C:17]([O:19][CH2:20][CH2:21][O:22][CH3:23])[CH:16]=[CH:15][C:14]=2[CH2:24][CH2:25][CH2:26][OH:27])=[N:4][CH:5]=[C:6]([C:8]([F:11])([F:10])[F:9])[CH:7]=1.[CH3:28][O:29][CH2:30][CH2:31][CH2:32][NH2:33].Cl.CN(C)[CH:37]=[O:38]. (6) Given the product [CH3:1][S:2][C:5]1[CH:6]=[CH:7][C:8]([N+:14]([O-:16])=[O:15])=[C:9]([CH:13]=1)[C:10]([OH:12])=[O:11], predict the reactants needed to synthesize it. The reactants are: [CH3:1][SH:2].[Na].F[C:5]1[CH:6]=[CH:7][C:8]([N+:14]([O-:16])=[O:15])=[C:9]([CH:13]=1)[C:10]([OH:12])=[O:11].C(O)C.Cl. (7) Given the product [CH:21]([O:19][C:16]1[CH:17]=[CH:18][C:13]([NH:12][C:10]([NH:9][CH2:8][C:4]2[O:3][CH:7]=[CH:6][CH:5]=2)=[S:11])=[CH:14][CH:15]=1)([CH2:23][CH3:24])[CH3:22], predict the reactants needed to synthesize it. The reactants are: [OH-].[K+].[O:3]1[CH:7]=[CH:6][CH:5]=[C:4]1[CH2:8][NH:9][C:10]([NH:12][C:13]1[CH:18]=[CH:17][C:16]([OH:19])=[CH:15][CH:14]=1)=[S:11].I[CH:21]([CH2:23][CH3:24])[CH3:22]. (8) Given the product [CH2:14]([S:13][C:4]1[CH:5]=[CH:6][C:7]([C:9]([F:10])([F:11])[F:12])=[CH:8][C:3]=1[NH2:2])[CH3:15], predict the reactants needed to synthesize it. The reactants are: Cl.[NH2:2][C:3]1[CH:8]=[C:7]([C:9]([F:12])([F:11])[F:10])[CH:6]=[CH:5][C:4]=1[SH:13].[CH2:14](SC1C=CC(F)=CC=1N)[CH3:15]. (9) Given the product [CH2:1]([NH:8][C:9]1[CH:14]=[C:13]([C:15]2[S:19][C:18]([NH:20][C:29](=[O:36])[C:30]3[CH:35]=[CH:34][CH:33]=[N:32][CH:31]=3)=[N:17][C:16]=2[C:21]2[CH:26]=[CH:25][CH:24]=[C:23]([CH3:27])[CH:22]=2)[CH:12]=[CH:11][N:10]=1)[C:2]1[CH:3]=[CH:4][CH:5]=[CH:6][CH:7]=1, predict the reactants needed to synthesize it. The reactants are: [CH2:1]([NH:8][C:9]1[CH:14]=[C:13]([C:15]2[S:19][C:18]([NH2:20])=[N:17][C:16]=2[C:21]2[CH:26]=[CH:25][CH:24]=[C:23]([CH3:27])[CH:22]=2)[CH:12]=[CH:11][N:10]=1)[C:2]1[CH:7]=[CH:6][CH:5]=[CH:4][CH:3]=1.Cl.[C:29](Cl)(=[O:36])[C:30]1[CH:35]=[CH:34][CH:33]=[N:32][CH:31]=1.C(=O)([O-])O.[Na+]. (10) Given the product [C:22]([N:1]1[C:9]2[C:4](=[CH:5][CH:6]=[CH:7][CH:8]=2)[C:3]([CH:10]=[O:11])=[CH:2]1)([O:21][C:18]([CH3:20])([CH3:19])[CH3:17])=[O:23], predict the reactants needed to synthesize it. The reactants are: [NH:1]1[C:9]2[C:4](=[CH:5][CH:6]=[CH:7][CH:8]=2)[C:3]([CH:10]=[O:11])=[CH:2]1.C1COCC1.[CH3:17][C:18]([O:21][C:22](O[C:22]([O:21][C:18]([CH3:20])([CH3:19])[CH3:17])=[O:23])=[O:23])([CH3:20])[CH3:19].